From a dataset of Forward reaction prediction with 1.9M reactions from USPTO patents (1976-2016). Predict the product of the given reaction. (1) Given the reactants C([O:8][C@H:9]1[C@H:15]([O:16]CC2C=CC=CC=2)[C@@H:14]([O:24]CC2C=CC=CC=2)[C@:13]2([C:33]3[CH:38]=[CH:37][C:36]([Cl:39])=[C:35]([CH2:40][C:41]4[CH:46]=[CH:45][C:44]([O:47][CH2:48][CH3:49])=[CH:43][CH:42]=4)[CH:34]=3)[O:32][C@:10]1([CH:50]([OH:53])[CH2:51][CH3:52])[CH2:11][O:12]2)C1C=CC=CC=1.ClC1C=CC=CC=1Cl, predict the reaction product. The product is: [Cl:39][C:36]1[CH:37]=[CH:38][C:33]([C@@:13]23[O:32][C@:10]([CH:50]([OH:53])[CH2:51][CH3:52])([CH2:11][O:12]2)[C@@H:9]([OH:8])[C@H:15]([OH:16])[C@H:14]3[OH:24])=[CH:34][C:35]=1[CH2:40][C:41]1[CH:42]=[CH:43][C:44]([O:47][CH2:48][CH3:49])=[CH:45][CH:46]=1. (2) Given the reactants [CH:1]1([N:4]([CH2:29][C:30]2[CH:35]=[C:34]([CH2:36][CH2:37][CH2:38][O:39][CH3:40])[CH:33]=[C:32]([O:41][CH2:42][CH2:43][O:44][CH3:45])[CH:31]=2)[C:5]([C@@H:7]2[C@@:12]([OH:21])([C:13]3[CH:18]=[CH:17][N:16]([CH3:19])[C:15](=[O:20])[CH:14]=3)[CH2:11][CH2:10][N:9](C(OC(C)(C)C)=O)[CH2:8]2)=[O:6])[CH2:3][CH2:2]1.Cl, predict the reaction product. The product is: [CH:1]1([N:4]([CH2:29][C:30]2[CH:35]=[C:34]([CH2:36][CH2:37][CH2:38][O:39][CH3:40])[CH:33]=[C:32]([O:41][CH2:42][CH2:43][O:44][CH3:45])[CH:31]=2)[C:5]([CH:7]2[C:12]([OH:21])([C:13]3[CH:18]=[CH:17][N:16]([CH3:19])[C:15](=[O:20])[CH:14]=3)[CH2:11][CH2:10][NH:9][CH2:8]2)=[O:6])[CH2:2][CH2:3]1. (3) Given the reactants [NH:1]1[CH2:6][CH2:5][CH2:4][C@@H:3]([N:7]2[CH:11]=[C:10]([O:12][C:13]3[N:14]=[C:15]([OH:23])[C:16]4[CH:22]=[CH:21][N:20]=[CH:19][C:17]=4[N:18]=3)[CH:9]=[N:8]2)[CH2:2]1.[C:24](Cl)(=[O:26])[CH3:25], predict the reaction product. The product is: [OH:23][C:15]1[C:16]2[CH:22]=[CH:21][N:20]=[CH:19][C:17]=2[N:18]=[C:13]([O:12][C:10]2[CH:9]=[N:8][N:7]([C@@H:3]3[CH2:4][CH2:5][CH2:6][N:1]([C:24](=[O:26])[CH3:25])[CH2:2]3)[CH:11]=2)[N:14]=1. (4) Given the reactants [NH2:1][C:2]1[CH:7]=[CH:6][C:5]([C:8]2[C:9]([NH2:24])=[N:10][C:11]([NH2:23])=[N:12][C:13]=2[CH2:14][O:15][CH2:16][CH2:17][O:18][CH2:19][CH2:20][CH2:21][CH3:22])=[CH:4][CH:3]=1.[Cl:25][C:26]1[CH:33]=[CH:32][C:29]([CH:30]=O)=[CH:28][CH:27]=1.C(O)(=O)C.[BH3-]C#N.[Na+], predict the reaction product. The product is: [CH2:19]([O:18][CH2:17][CH2:16][O:15][CH2:14][C:13]1[N:12]=[C:11]([NH2:23])[N:10]=[C:9]([NH2:24])[C:8]=1[C:5]1[CH:6]=[CH:7][C:2]([NH:1][CH2:30][C:29]2[CH:32]=[CH:33][C:26]([Cl:25])=[CH:27][CH:28]=2)=[CH:3][CH:4]=1)[CH2:20][CH2:21][CH3:22]. (5) The product is: [ClH:26].[ClH:26].[Cl:26][C:27]1[CH:32]=[CH:31][CH:30]=[CH:29][C:28]=1[S:33]([NH:1][C:2]1[CH:3]=[C:4]([CH2:11][N:12]2[CH2:17][CH2:16][NH:15][CH:14]([CH3:25])[CH2:13]2)[C:5]2[O:9][CH:8]=[CH:7][C:6]=2[CH:10]=1)(=[O:35])=[O:34]. Given the reactants [NH2:1][C:2]1[CH:3]=[C:4]([CH2:11][N:12]2[CH2:17][CH2:16][N:15](C(OC(C)(C)C)=O)[CH:14]([CH3:25])[CH2:13]2)[C:5]2[O:9][CH:8]=[CH:7][C:6]=2[CH:10]=1.[Cl:26][C:27]1[CH:32]=[CH:31][CH:30]=[CH:29][C:28]=1[S:33](Cl)(=[O:35])=[O:34], predict the reaction product.